Dataset: Aqueous solubility values for 9,982 compounds from the AqSolDB database. Task: Regression/Classification. Given a drug SMILES string, predict its absorption, distribution, metabolism, or excretion properties. Task type varies by dataset: regression for continuous measurements (e.g., permeability, clearance, half-life) or binary classification for categorical outcomes (e.g., BBB penetration, CYP inhibition). For this dataset (solubility_aqsoldb), we predict Y. (1) The drug is CC1(c2ccccc2)C(=O)NC(=O)NC1=O. The Y is -2.46 log mol/L. (2) The drug is CCC1(CC=C2CCCc3cc(OC)ccc32)C(=O)CCC1O. The Y is -4.12 log mol/L. (3) The drug is CC12CCc3c(ccc4cc(O)ccc34)C1CCC2=O. The Y is -4.96 log mol/L.